Dataset: Full USPTO retrosynthesis dataset with 1.9M reactions from patents (1976-2016). Task: Predict the reactants needed to synthesize the given product. Given the product [NH2:1][C:4]1[CH:9]=[CH:8][C:7]([CH2:10][O:11][Si:12]([CH:19]([CH3:21])[CH3:20])([CH:13]([CH3:15])[CH3:14])[CH:16]([CH3:17])[CH3:18])=[CH:6][C:5]=1[NH:22][C@@H:23]1[CH2:24][CH2:25][C@H:26]([C:29]([O:31][CH3:32])=[O:30])[CH2:27][CH2:28]1, predict the reactants needed to synthesize it. The reactants are: [N+:1]([C:4]1[CH:9]=[CH:8][C:7]([CH2:10][O:11][Si:12]([CH:19]([CH3:21])[CH3:20])([CH:16]([CH3:18])[CH3:17])[CH:13]([CH3:15])[CH3:14])=[CH:6][C:5]=1[NH:22][C@@H:23]1[CH2:28][CH2:27][C@H:26]([C:29]([O:31][CH3:32])=[O:30])[CH2:25][CH2:24]1)([O-])=O.C([O-])=O.[NH4+].